Dataset: Forward reaction prediction with 1.9M reactions from USPTO patents (1976-2016). Task: Predict the product of the given reaction. (1) Given the reactants C(OC([NH:8][CH2:9][C@H:10]([N:15]1[CH2:20][CH2:19][N:18]([CH2:21][CH3:22])[CH2:17][CH2:16]1)[C:11]([O:13][CH3:14])=[O:12])=O)(C)(C)C.[ClH:23], predict the reaction product. The product is: [ClH:23].[ClH:23].[ClH:23].[NH2:8][CH2:9][C@H:10]([N:15]1[CH2:16][CH2:17][N:18]([CH2:21][CH3:22])[CH2:19][CH2:20]1)[C:11]([O:13][CH3:14])=[O:12]. (2) The product is: [Cl:38][C:39]1[CH:57]=[CH:56][C:42]([CH2:43][N:44]2[C:45]([CH2:54][OH:55])=[N:46][N:47]=[C:48]2[C@H:49]2[CH2:53][CH2:52][CH2:51][N:50]2[C:2]([NH:25][C@@H:19]2[C:18]3[C:23](=[CH:24][C:15]([C:14]([F:13])([F:26])[F:27])=[CH:16][CH:17]=3)[O:22][CH2:21][CH2:20]2)=[O:4])=[CH:41][CH:40]=1. Given the reactants Cl[C:2](Cl)([O:4]C(=O)OC(Cl)(Cl)Cl)Cl.[F:13][C:14]([F:27])([F:26])[C:15]1[CH:24]=[C:23]2[C:18]([C@@H:19]([NH2:25])[CH2:20][CH2:21][O:22]2)=[CH:17][CH:16]=1.C(N(CC)C(C)C)(C)C.Cl.[Cl:38][C:39]1[CH:57]=[CH:56][C:42]([CH2:43][N:44]2[C:48]([C@H:49]3[CH2:53][CH2:52][CH2:51][NH:50]3)=[N:47][N:46]=[C:45]2[CH2:54][OH:55])=[CH:41][CH:40]=1.C([O-])(O)=O.[Na+], predict the reaction product. (3) Given the reactants [Mg].II.[F:4][C:5]1[CH:12]=[CH:11][CH:10]=[CH:9][C:6]=1[CH2:7]Cl.[CH2:13]([N:20]1[CH2:25][CH2:24][CH:23]([CH:26]=[O:27])[CH2:22][CH2:21]1)[C:14]1[CH:19]=[CH:18][CH:17]=[CH:16][CH:15]=1.[Cl-].[NH4+], predict the reaction product. The product is: [CH2:13]([N:20]1[CH2:25][CH2:24][CH:23]([CH:26]([OH:27])[CH2:7][C:6]2[CH:9]=[CH:10][CH:11]=[CH:12][C:5]=2[F:4])[CH2:22][CH2:21]1)[C:14]1[CH:19]=[CH:18][CH:17]=[CH:16][CH:15]=1. (4) Given the reactants [Br:1][C:2]1[C:3](=[O:19])[N:4]([CH2:10][C:11]2[CH:16]=[CH:15][C:14]([O:17][CH3:18])=[CH:13][CH:12]=2)[N:5]=[C:6]([CH2:8][OH:9])[CH:7]=1.CCN(C(C)C)C(C)C.[CH3:29][S:30](Cl)(=[O:32])=[O:31], predict the reaction product. The product is: [CH3:29][S:30]([O:9][CH2:8][C:6]1[CH:7]=[C:2]([Br:1])[C:3](=[O:19])[N:4]([CH2:10][C:11]2[CH:16]=[CH:15][C:14]([O:17][CH3:18])=[CH:13][CH:12]=2)[N:5]=1)(=[O:32])=[O:31]. (5) Given the reactants [C:1]([O:5][CH:6]([C:10]1[N:15]([CH3:16])[C:14](=[O:17])[C:13]2[NH:18][CH:19]=[CH:20][C:12]=2[C:11]=1[C:21]1[C:22]([CH3:31])=[C:23]2[C:28](=[CH:29][CH:30]=1)[O:27][CH2:26][CH2:25][CH2:24]2)[C:7]([OH:9])=[O:8])([CH3:4])([CH3:3])[CH3:2].[N+:32]([C:35]1[CH:42]=[CH:41][C:38]([CH2:39]Br)=[CH:37][CH:36]=1)([O-:34])=[O:33], predict the reaction product. The product is: [C:1]([O:5][CH:6]([C:10]1[N:15]([CH3:16])[C:14](=[O:17])[C:13]2[N:18]([CH2:39][C:38]3[CH:41]=[CH:42][C:35]([N+:32]([O-:34])=[O:33])=[CH:36][CH:37]=3)[CH:19]=[CH:20][C:12]=2[C:11]=1[C:21]1[C:22]([CH3:31])=[C:23]2[C:28](=[CH:29][CH:30]=1)[O:27][CH2:26][CH2:25][CH2:24]2)[C:7]([OH:9])=[O:8])([CH3:4])([CH3:3])[CH3:2]. (6) Given the reactants [BH4-].[Na+].CCO.[CH2:6]([O:8][C:9](=[O:35])[CH2:10][O:11][CH2:12][CH2:13][CH2:14][CH2:15][N:16]1[C:21](=[O:22])[CH2:20][CH2:19][CH2:18][C@@H:17]1/[CH:23]=[CH:24]/[C:25](=[O:34])[CH2:26][C:27]1[CH:32]=[CH:31][CH:30]=[C:29]([Cl:33])[CH:28]=1)[CH3:7], predict the reaction product. The product is: [CH2:6]([O:8][C:9](=[O:35])[CH2:10][O:11][CH2:12][CH2:13][CH2:14][CH2:15][N:16]1[C:21](=[O:22])[CH2:20][CH2:19][CH2:18][C@@H:17]1/[CH:23]=[CH:24]/[CH:25]([OH:34])[CH2:26][C:27]1[CH:32]=[CH:31][CH:30]=[C:29]([Cl:33])[CH:28]=1)[CH3:7].